This data is from NCI-60 drug combinations with 297,098 pairs across 59 cell lines. The task is: Regression. Given two drug SMILES strings and cell line genomic features, predict the synergy score measuring deviation from expected non-interaction effect. (1) Drug 1: CC(C1=C(C=CC(=C1Cl)F)Cl)OC2=C(N=CC(=C2)C3=CN(N=C3)C4CCNCC4)N. Drug 2: C1=C(C(=O)NC(=O)N1)N(CCCl)CCCl. Cell line: LOX IMVI. Synergy scores: CSS=45.3, Synergy_ZIP=1.41, Synergy_Bliss=1.52, Synergy_Loewe=3.62, Synergy_HSA=4.50. (2) Drug 1: C1=CN(C(=O)N=C1N)C2C(C(C(O2)CO)O)O.Cl. Drug 2: C1=NC2=C(N1)C(=S)N=CN2. Cell line: CAKI-1. Synergy scores: CSS=38.6, Synergy_ZIP=-4.44, Synergy_Bliss=-1.70, Synergy_Loewe=-8.73, Synergy_HSA=1.44. (3) Drug 1: C1=NC2=C(N=C(N=C2N1C3C(C(C(O3)CO)O)O)F)N. Drug 2: COCCOC1=C(C=C2C(=C1)C(=NC=N2)NC3=CC=CC(=C3)C#C)OCCOC.Cl. Cell line: SNB-19. Synergy scores: CSS=12.2, Synergy_ZIP=-6.65, Synergy_Bliss=-1.54, Synergy_Loewe=-4.80, Synergy_HSA=-2.56. (4) Drug 1: CC1=C(C=C(C=C1)NC(=O)C2=CC=C(C=C2)CN3CCN(CC3)C)NC4=NC=CC(=N4)C5=CN=CC=C5. Drug 2: C1=CC=C(C=C1)NC(=O)CCCCCCC(=O)NO. Cell line: UACC62. Synergy scores: CSS=22.0, Synergy_ZIP=4.12, Synergy_Bliss=-0.0276, Synergy_Loewe=-47.1, Synergy_HSA=-14.1. (5) Drug 1: CC1=C(C(=O)C2=C(C1=O)N3CC4C(C3(C2COC(=O)N)OC)N4)N. Drug 2: C1CNP(=O)(OC1)N(CCCl)CCCl. Cell line: HS 578T. Synergy scores: CSS=1.53, Synergy_ZIP=0.959, Synergy_Bliss=2.56, Synergy_Loewe=-5.23, Synergy_HSA=-1.08. (6) Drug 1: C1=NNC2=C1C(=O)NC=N2. Drug 2: CCN(CC)CCCC(C)NC1=C2C=C(C=CC2=NC3=C1C=CC(=C3)Cl)OC. Cell line: MOLT-4. Synergy scores: CSS=9.91, Synergy_ZIP=0.811, Synergy_Bliss=-3.46, Synergy_Loewe=-50.1, Synergy_HSA=-5.75. (7) Cell line: HS 578T. Drug 1: C1=CC(=CC=C1CCC2=CNC3=C2C(=O)NC(=N3)N)C(=O)NC(CCC(=O)O)C(=O)O. Drug 2: CC1=C(C(=CC=C1)Cl)NC(=O)C2=CN=C(S2)NC3=CC(=NC(=N3)C)N4CCN(CC4)CCO. Synergy scores: CSS=14.5, Synergy_ZIP=-4.03, Synergy_Bliss=-2.37, Synergy_Loewe=-5.58, Synergy_HSA=-1.75. (8) Drug 1: CS(=O)(=O)C1=CC(=C(C=C1)C(=O)NC2=CC(=C(C=C2)Cl)C3=CC=CC=N3)Cl. Drug 2: CC(C)(C#N)C1=CC(=CC(=C1)CN2C=NC=N2)C(C)(C)C#N. Cell line: MDA-MB-231. Synergy scores: CSS=4.05, Synergy_ZIP=-1.48, Synergy_Bliss=-1.01, Synergy_Loewe=-0.856, Synergy_HSA=-1.35. (9) Drug 1: CN(CCCl)CCCl.Cl. Drug 2: CCN(CC)CCCC(C)NC1=C2C=C(C=CC2=NC3=C1C=CC(=C3)Cl)OC. Cell line: OVCAR-5. Synergy scores: CSS=22.9, Synergy_ZIP=-8.30, Synergy_Bliss=0.589, Synergy_Loewe=-2.07, Synergy_HSA=0.537. (10) Drug 1: C(=O)(N)NO. Drug 2: COC1=C2C(=CC3=C1OC=C3)C=CC(=O)O2. Cell line: NCI-H522. Synergy scores: CSS=-1.13, Synergy_ZIP=-1.21, Synergy_Bliss=-4.08, Synergy_Loewe=-3.43, Synergy_HSA=-3.39.